Dataset: Full USPTO retrosynthesis dataset with 1.9M reactions from patents (1976-2016). Task: Predict the reactants needed to synthesize the given product. (1) The reactants are: [CH3:1][C@@:2]12[C@H:12]3[C@@H:13]([OH:26])[CH2:14][C@:15]4([CH3:25])[C@@:19](O)([C:20]([CH2:22][OH:23])=[O:21])[CH2:18][CH2:17][C@H:16]4[C@@H:11]3[CH2:10][CH2:9][C:8]1=[CH:7][C:5](=[O:6])[CH2:4][CH2:3]2.C[Si](I)(C)C. Given the product [OH:26][C@@H:13]1[CH:12]2[CH:11]([CH2:10][CH2:9][C:8]3[C@:2]2([CH3:1])[CH2:3][CH2:4][C:5](=[O:6])[CH:7]=3)[CH:16]2[C@@:15]([CH3:25])([C@@H:19]([C:20](=[O:21])[CH2:22][OH:23])[CH2:18][CH2:17]2)[CH2:14]1, predict the reactants needed to synthesize it. (2) Given the product [CH3:1][N:2]([C:3]1[CH:4]=[CH:5][CH:6]=[C:7]2[C:11]=1[NH:10][C:9]([C:12]1[S:13][CH:14]([C:17]([N:28]3[CH2:33][CH2:32][O:31][CH2:30][CH2:29]3)=[O:18])[CH2:15][N:16]=1)=[CH:8]2)[S:20]([C:23]1[S:24][CH:25]=[CH:26][CH:27]=1)(=[O:21])=[O:22], predict the reactants needed to synthesize it. The reactants are: [CH3:1][N:2]([S:20]([C:23]1[S:24][CH:25]=[CH:26][CH:27]=1)(=[O:22])=[O:21])[C:3]1[CH:4]=[CH:5][CH:6]=[C:7]2[C:11]=1[NH:10][C:9]([C:12]1[S:13][CH:14]([C:17](O)=[O:18])[CH2:15][N:16]=1)=[CH:8]2.[NH:28]1[CH2:33][CH2:32][O:31][CH2:30][CH2:29]1.CN(C)C=O.Cl.CN(C)CCCN=C=NCC. (3) Given the product [NH3:6].[CH3:1][C:2]1[S:11][C:10]2[C:9](=[O:18])[C:8]3[CH:12]=[CH:13][CH:14]=[CH:15][C:7]=3[NH:6][C:5](=[O:16])[C:4]=2[CH:3]=1, predict the reactants needed to synthesize it. The reactants are: [CH3:1][C:2]1[S:11][C:10]2[CH2:9][C:8]3[CH:12]=[CH:13][CH:14]=[CH:15][C:7]=3[NH:6][C:5](=[O:16])[C:4]=2[CH:3]=1.C(=O)(O)[O-:18].[Na+].